From a dataset of Forward reaction prediction with 1.9M reactions from USPTO patents (1976-2016). Predict the product of the given reaction. (1) The product is: [CH3:16][C:15]1[C:10]([O:8][C:6]2[CH:5]=[CH:4][N:3]=[C:2]([NH2:1])[CH:7]=2)=[N:11][CH:12]=[C:13]([N+:17]([O-:19])=[O:18])[CH:14]=1. Given the reactants [NH2:1][C:2]1[CH:7]=[C:6]([OH:8])[CH:5]=[CH:4][N:3]=1.Cl[C:10]1[C:15]([CH3:16])=[CH:14][C:13]([N+:17]([O-:19])=[O:18])=[CH:12][N:11]=1.C([O-])([O-])=O.[K+].[K+], predict the reaction product. (2) Given the reactants [CH3:1][O:2][CH2:3][CH2:4][CH2:5][O:6][C:7]1[CH:8]=[C:9]2[C:13](=[C:14]([N+:16]([O-])=O)[CH:15]=1)[NH:12][C:11]([C:19]([O:21][CH2:22][CH3:23])=[O:20])=[CH:10]2, predict the reaction product. The product is: [NH2:16][C:14]1[CH:15]=[C:7]([O:6][CH2:5][CH2:4][CH2:3][O:2][CH3:1])[CH:8]=[C:9]2[C:13]=1[NH:12][C:11]([C:19]([O:21][CH2:22][CH3:23])=[O:20])=[CH:10]2. (3) Given the reactants C[C:2]([CH3:5])([O-:4])C.[Na+].S([O:12][CH3:13])(OC)(=O)=O.Cl.C([O-])(O)=O.[Na+].[O:20]1[CH2:24]C[CH2:22][CH2:21]1, predict the reaction product. The product is: [CH3:24][O:20][C@H:21]1[C:13](=[O:12])[CH2:5][CH2:2][O:4][CH2:22]1. (4) Given the reactants [CH3:1][O:2][C:3]1[CH:8]=[C:7]([O:9][CH3:10])[CH:6]=[CH:5][C:4]=1/[C:11](/[NH:17][CH2:18][CH2:19][OH:20])=[CH:12]/[C:13]([O:15]C)=O.C[Si]([N:25]=[C:26]=[S:27])(C)C.O, predict the reaction product. The product is: [CH3:1][O:2][C:3]1[CH:8]=[C:7]([O:9][CH3:10])[CH:6]=[CH:5][C:4]=1[C:11]1[N:17]([CH2:18][CH2:19][OH:20])[C:26](=[S:27])[NH:25][C:13](=[O:15])[CH:12]=1. (5) Given the reactants [OH:1][C:2]1[CH:28]=[CH:27][CH:26]=[CH:25][C:3]=1[CH2:4][NH:5][C:6]([NH:8][C:9]1[N:13]([C:14]2[CH:19]=[CH:18][C:17]([CH3:20])=[CH:16][CH:15]=2)[N:12]=[C:11]([C:21]([CH3:24])([CH3:23])[CH3:22])[CH:10]=1)=[O:7].[Cl:29][C:30]1[N:31]=[N:32][C:33](Cl)=[CH:34][CH:35]=1.C(=O)([O-])[O-].[K+].[K+].C(O)(=O)CC(CC(O)=O)(C(O)=O)O, predict the reaction product. The product is: [Cl:29][C:30]1[N:31]=[N:32][C:33]([O:1][C:2]2[CH:28]=[CH:27][CH:26]=[CH:25][C:3]=2[CH2:4][NH:5][C:6]([NH:8][C:9]2[N:13]([C:14]3[CH:19]=[CH:18][C:17]([CH3:20])=[CH:16][CH:15]=3)[N:12]=[C:11]([C:21]([CH3:23])([CH3:24])[CH3:22])[CH:10]=2)=[O:7])=[CH:34][CH:35]=1.